This data is from Forward reaction prediction with 1.9M reactions from USPTO patents (1976-2016). The task is: Predict the product of the given reaction. (1) The product is: [N+:20]([C:14]1[CH:15]=[CH:16][C:17]([CH:4]([C:3]([O:10][CH3:11])=[O:9])[C:5]([O:7][CH3:8])=[O:6])=[CH:18][C:13]=1[CH:4]([C:3]([O:10][CH3:11])=[O:9])[C:5]([O:7][CH3:8])=[O:6])([O-:22])=[O:21]. Given the reactants [H-].[Na+].[C:3]([O:10][CH3:11])(=[O:9])[CH2:4][C:5]([O:7][CH3:8])=[O:6].F[C:13]1[CH:18]=[C:17](F)[CH:16]=[CH:15][C:14]=1[N+:20]([O-:22])=[O:21], predict the reaction product. (2) Given the reactants [F:1][C:2]1[CH:7]=[C:6]([CH3:8])[C:5]([S:9][CH2:10][C:11]([F:14])([F:13])[F:12])=[CH:4][C:3]=1[N:15]1[C:19]([O:20][CH3:21])=[CH:18][C:17]([OH:22])=[N:16]1.C(N(CC)CC)C.[F:30][C:31]([O:35][C:36]([F:39])([F:38])[F:37])=[C:32]([F:34])[F:33].C(OCC)(=O)C, predict the reaction product. The product is: [F:1][C:2]1[CH:7]=[C:6]([CH3:8])[C:5]([S:9][CH2:10][C:11]([F:14])([F:12])[F:13])=[CH:4][C:3]=1[N:15]1[C:19]([O:20][CH3:21])=[CH:18][C:17]([O:22][C:32]([F:34])([F:33])[CH:31]([F:30])[O:35][C:36]([F:39])([F:38])[F:37])=[N:16]1.